This data is from Forward reaction prediction with 1.9M reactions from USPTO patents (1976-2016). The task is: Predict the product of the given reaction. (1) Given the reactants [NH:1]1[CH:5]=[N:4][CH:3]=[N:2]1.Br[CH2:7][CH2:8][CH2:9][CH2:10][CH2:11][O:12][C:13]1[C:14]([O:33][CH3:34])=[CH:15][CH:16]=[C:17]2[C:22]=1[O:21][C:20](=[O:23])[CH:19]=[C:18]2[NH:24][C:25]1[C:30]([Cl:31])=[CH:29][N:28]=[CH:27][C:26]=1[Cl:32], predict the reaction product. The product is: [N:1]1([CH2:7][CH2:8][CH2:9][CH2:10][CH2:11][O:12][C:13]2[C:14]([O:33][CH3:34])=[CH:15][CH:16]=[C:17]3[C:22]=2[O:21][C:20](=[O:23])[CH:19]=[C:18]3[NH:24][C:25]2[C:30]([Cl:31])=[CH:29][N:28]=[CH:27][C:26]=2[Cl:32])[CH:5]=[N:4][CH:3]=[N:2]1. (2) Given the reactants Cl.[CH:2]1([CH2:5][O:6][C:7]2[CH:12]=[C:11]([F:13])[C:10]([CH3:14])=[CH:9][C:8]=2[C:15]2[C:16]3[NH:23][C:22]([CH3:24])=[C:21]([C:25]([NH:27][CH:28]4[CH2:33][CH2:32][NH:31][CH2:30][CH2:29]4)=[O:26])[C:17]=3[N:18]=[CH:19][N:20]=2)[CH2:4][CH2:3]1.[CH3:34][O:35][CH2:36][C:37](Cl)=[O:38], predict the reaction product. The product is: [CH:2]1([CH2:5][O:6][C:7]2[CH:12]=[C:11]([F:13])[C:10]([CH3:14])=[CH:9][C:8]=2[C:15]2[C:16]3[NH:23][C:22]([CH3:24])=[C:21]([C:25]([NH:27][CH:28]4[CH2:29][CH2:30][N:31]([C:37](=[O:38])[CH2:36][O:35][CH3:34])[CH2:32][CH2:33]4)=[O:26])[C:17]=3[N:18]=[CH:19][N:20]=2)[CH2:4][CH2:3]1. (3) Given the reactants [Li+].[OH-].[CH:3]1([CH:8]2[CH2:16][C:15]3[C:10](=[C:11]([CH3:37])[C:12]([CH3:36])=[C:13]([O:17][CH2:18][C:19]4[CH:20]=[C:21]([C:25]5[CH:30]=[CH:29][CH:28]=[C:27]([C:31]([O:33]CC)=[O:32])[CH:26]=5)[CH:22]=[CH:23][CH:24]=4)[CH:14]=3)[C:9]2=[O:38])[CH2:7][CH2:6][CH2:5][CH2:4]1.Cl, predict the reaction product. The product is: [CH:3]1([CH:8]2[CH2:16][C:15]3[C:10](=[C:11]([CH3:37])[C:12]([CH3:36])=[C:13]([O:17][CH2:18][C:19]4[CH:20]=[C:21]([C:25]5[CH:30]=[CH:29][CH:28]=[C:27]([C:31]([OH:33])=[O:32])[CH:26]=5)[CH:22]=[CH:23][CH:24]=4)[CH:14]=3)[C:9]2=[O:38])[CH2:4][CH2:5][CH2:6][CH2:7]1. (4) Given the reactants C[Mg]I.[CH2:4](N(CC)CC)C.C(O[C:14]([C:16]1[CH:20]=[C:19]([C:21]2[CH:26]=[CH:25][CH:24]=[C:23]([C:27]([F:30])([F:29])[F:28])[CH:22]=2)[O:18][N:17]=1)=[O:15])C.Cl, predict the reaction product. The product is: [F:30][C:27]([F:28])([F:29])[C:23]1[CH:22]=[C:21]([C:19]2[O:18][N:17]=[C:16]([C:14](=[O:15])[CH3:4])[CH:20]=2)[CH:26]=[CH:25][CH:24]=1.